Dataset: Reaction yield outcomes from USPTO patents with 853,638 reactions. Task: Predict the reaction yield, written as a fraction of the theoretical maximum amount of product (1.0 means a 100% yield; for example, 0.34 means a 34% yield). (1) The reactants are [F:1][C:2]1[CH:7]=[CH:6][C:5]([NH2:8])=[C:4]([N+:9]([O-:11])=[O:10])[CH:3]=1.C1C(=O)N([Br:19])C(=O)C1.O. The catalyst is CN(C=O)C. The product is [Br:19][C:6]1[CH:7]=[C:2]([F:1])[CH:3]=[C:4]([N+:9]([O-:11])=[O:10])[C:5]=1[NH2:8]. The yield is 0.720. (2) The reactants are [CH2:1]1[CH2:8][O:7][S:4](=[O:6])(=[O:5])[CH2:3][CH2:2]1.[CH2:9]([NH2:11])[CH3:10].CCO. The catalyst is O1CCCC1.CC(C)=O.CCO. The product is [CH2:9]([NH:11][CH2:8][CH2:1][CH2:2][CH2:3][S:4]([OH:7])(=[O:6])=[O:5])[CH3:10]. The yield is 0.750. (3) The reactants are Cl[C:2]([O:4]CC)=[O:3].[CH3:7][O:8][C:9]1[CH:10]=[CH:11][C:12]2[CH:13]([CH3:21])[CH:14]3[CH2:18][NH:17][CH2:16][CH:15]3[C:19]=2[CH:20]=1. The catalyst is C1COCC1.O. The product is [CH2:16]([NH:17][C:2](=[O:3])[O-:4])[CH3:15].[CH3:7][O:8][C:9]1[CH:10]=[CH:11][C:12]2[CH:13]([CH3:21])[CH:14]3[CH2:18][NH:17][CH2:16][CH:15]3[C:19]=2[CH:20]=1. The yield is 0.350. (4) The reactants are COC1C=CC(C[O:8][C:9]2[C:10]3[S:17][C:16]([N:18]4[CH2:23][CH2:22][O:21][CH2:20][CH2:19]4)=[CH:15][C:11]=3[N:12]=[CH:13][N:14]=2)=CC=1.[H][H]. The catalyst is O1CCCC1.CO.[Pd]. The product is [N:18]1([C:16]2[S:17][C:10]3[C:9](=[O:8])[NH:14][CH:13]=[N:12][C:11]=3[CH:15]=2)[CH2:23][CH2:22][O:21][CH2:20][CH2:19]1. The yield is 0.590.